This data is from TCR-epitope binding with 47,182 pairs between 192 epitopes and 23,139 TCRs. The task is: Binary Classification. Given a T-cell receptor sequence (or CDR3 region) and an epitope sequence, predict whether binding occurs between them. (1) The epitope is TAFTIPSI. The TCR CDR3 sequence is CASSQFLAGIKETQYF. Result: 0 (the TCR does not bind to the epitope). (2) The epitope is YLQPRTFLL. The TCR CDR3 sequence is CASSQDTGSYEQYF. Result: 0 (the TCR does not bind to the epitope). (3) The epitope is NLVPMVATV. The TCR CDR3 sequence is CASRAEGRTDTQYF. Result: 1 (the TCR binds to the epitope).